From a dataset of Full USPTO retrosynthesis dataset with 1.9M reactions from patents (1976-2016). Predict the reactants needed to synthesize the given product. (1) Given the product [N:18]1[C:19]2[C:14](=[CH:13][C:12]([CH2:11][N:8]3[C:6]4[C:5](=[N:4][CH:3]=[C:2]([N:28]5[CH2:32][CH2:31][C@@H:30]([NH:33][C:34](=[O:40])[O:35][C:36]([CH3:38])([CH3:37])[CH3:39])[CH2:29]5)[N:7]=4)[N:10]=[N:9]3)=[CH:21][CH:20]=2)[CH:15]=[CH:16][CH:17]=1, predict the reactants needed to synthesize it. The reactants are: Br[C:2]1[N:7]=[C:6]2[N:8]([CH2:11][C:12]3[CH:13]=[C:14]4[C:19](=[CH:20][CH:21]=3)[N:18]=[CH:17][CH:16]=[CH:15]4)[N:9]=[N:10][C:5]2=[N:4][CH:3]=1.C(=O)([O-])[O-].[K+].[K+].[NH:28]1[CH2:32][CH2:31][C@@H:30]([NH:33][C:34](=[O:40])[O:35][C:36]([CH3:39])([CH3:38])[CH3:37])[CH2:29]1. (2) Given the product [CH2:1]([O:3][C:4](=[O:41])[C:5]([CH3:40])([O:33][C:34]1[CH:35]=[CH:36][CH:37]=[CH:38][CH:39]=1)[CH2:6][C:7]1[CH:8]=[CH:9][C:10]([O:13][CH2:14][CH2:15][CH:16]2[CH2:20][N:19]([CH2:21][C:22]3[CH:31]=[CH:30][C:29]4[C:24](=[CH:25][CH:26]=[CH:27][CH:28]=4)[CH:23]=3)[C:18](=[O:32])[N:17]2[CH3:45])=[CH:11][CH:12]=1)[CH3:2], predict the reactants needed to synthesize it. The reactants are: [CH2:1]([O:3][C:4](=[O:41])[C:5]([CH3:40])([O:33][C:34]1[CH:39]=[CH:38][CH:37]=[CH:36][CH:35]=1)[CH2:6][C:7]1[CH:12]=[CH:11][C:10]([O:13][CH2:14][CH2:15][CH:16]2[CH2:20][N:19]([CH2:21][C:22]3[CH:31]=[CH:30][C:29]4[C:24](=[CH:25][CH:26]=[CH:27][CH:28]=4)[CH:23]=3)[C:18](=[O:32])[NH:17]2)=[CH:9][CH:8]=1)[CH3:2].[H-].[Na+].I[CH3:45]. (3) Given the product [CH3:1][C:2]1([N:14]2[CH2:19][CH2:18][CH:17]([N:20]3[C:24]4[CH:25]=[CH:26][C:27]([CH3:29])=[CH:28][C:23]=4[NH:22][C:21]3=[O:30])[CH2:16][CH2:15]2)[CH2:6][CH2:5][N:4]([C:7]([O:9][CH:10]([CH3:12])[CH3:11])=[O:8])[CH2:3]1, predict the reactants needed to synthesize it. The reactants are: [CH3:1][C:2]1([N:14]2[CH2:19][CH2:18][CH:17]([N:20]3[C:24]4[CH:25]=[CH:26][C:27]([CH3:29])=[CH:28][C:23]=4[NH:22][C:21]3=[O:30])[CH2:16][CH2:15]2)[CH2:6][CH2:5][N:4]([C:7]([O:9][C:10](C)([CH3:12])[CH3:11])=[O:8])[CH2:3]1.Cl.O1CCOCC1.C([O-])([O-])=O.[K+].[K+].C(Cl)(=O)OC(C)C.C1(C)C=CC=CC=1.[OH-].[Na+]. (4) The reactants are: [NH2:1][C:2]1[C:12]([Cl:13])=[CH:11][C:5]([C:6]([O:8][CH2:9][CH3:10])=[O:7])=[CH:4][C:3]=1[Cl:14].[N:15]([O-])=O.[Na+].[Sn](Cl)Cl. Given the product [ClH:13].[Cl:14][C:3]1[CH:4]=[C:5]([CH:11]=[C:12]([Cl:13])[C:2]=1[NH:1][NH2:15])[C:6]([O:8][CH2:9][CH3:10])=[O:7], predict the reactants needed to synthesize it. (5) Given the product [CH2:1]([O:3][C:4]([CH:6]1[CH:10]([C:11]2[C:12]([O:21][CH3:22])=[CH:13][C:14]([O:19][CH3:20])=[CH:15][C:16]=2[O:17][CH3:18])[CH2:9][N:8]([CH3:30])[C:7]1=[O:23])=[O:5])[CH3:2], predict the reactants needed to synthesize it. The reactants are: [CH2:1]([O:3][C:4]([CH:6]1[CH:10]([C:11]2[C:16]([O:17][CH3:18])=[CH:15][C:14]([O:19][CH3:20])=[CH:13][C:12]=2[O:21][CH3:22])[CH2:9][NH:8][C:7]1=[O:23])=[O:5])[CH3:2].[H-].[Na+].S(OC)(O[CH3:30])(=O)=O. (6) Given the product [Cl:1][C:2]1[N:3]=[C:4]2[CH:9]=[CH:8][C:7]([C:10]#[CH:11])=[N:6][N:5]2[C:12]=1[S:13]([NH2:16])(=[O:14])=[O:15], predict the reactants needed to synthesize it. The reactants are: [Cl:1][C:2]1[N:3]=[C:4]2[CH:9]=[CH:8][C:7]([C:10]#[CH:11])=[N:6][N:5]2[C:12]=1[S:13]([N:16]=CN(CC(C)C)CC(C)C)(=[O:15])=[O:14].O.N. (7) Given the product [CH3:38][O:39][C:40]1[CH:41]=[CH:42][C:43]([CH2:44][N:45]2[C:49]3=[N:50][CH:51]=[CH:52][C:53]([O:54][C:55]4[CH:60]=[CH:59][C:58]([NH:61][C:26]([C:23]5[C:24](=[O:25])[N:19]([C:16]6[CH:15]=[CH:14][C:13]([F:12])=[CH:18][CH:17]=6)[N:20]=[CH:21][CH:22]=5)=[O:28])=[CH:57][C:56]=4[F:62])=[C:48]3[C:47]([NH:63][CH:64]3[CH2:65][CH2:66][N:67]([CH2:70][CH2:71][O:72][CH3:73])[CH2:68][CH2:69]3)=[N:46]2)=[CH:74][CH:75]=1, predict the reactants needed to synthesize it. The reactants are: CCN=C=NCCCN(C)C.[F:12][C:13]1[CH:18]=[CH:17][C:16]([N:19]2[C:24](=[O:25])[C:23]([C:26]([OH:28])=O)=[CH:22][CH:21]=[N:20]2)=[CH:15][CH:14]=1.CCN(C(C)C)C(C)C.[CH3:38][O:39][C:40]1[CH:75]=[CH:74][C:43]([CH2:44][N:45]2[C:49]3=[N:50][CH:51]=[CH:52][C:53]([O:54][C:55]4[CH:60]=[CH:59][C:58]([NH2:61])=[CH:57][C:56]=4[F:62])=[C:48]3[C:47]([NH:63][CH:64]3[CH2:69][CH2:68][N:67]([CH2:70][CH2:71][O:72][CH3:73])[CH2:66][CH2:65]3)=[N:46]2)=[CH:42][CH:41]=1. (8) Given the product [OH:33][B:30]1[C:29]2[CH:34]=[C:25]([NH:24][S:11]([C:8]3[N:9]=[CH:10][C:5]([NH:4][C:1](=[O:3])[CH3:2])=[CH:6][C:7]=3[CH:15]([CH3:17])[CH3:16])(=[O:13])=[O:12])[CH:26]=[CH:27][C:28]=2[CH2:32][O:31]1, predict the reactants needed to synthesize it. The reactants are: [C:1]([NH:4][C:5]1[CH:6]=[C:7]([CH:15]([CH3:17])[CH3:16])[C:8]([S:11](Cl)(=[O:13])=[O:12])=[N:9][CH:10]=1)(=[O:3])[CH3:2].C(=O)([O-])[O-].[K+].[K+].[NH2:24][C:25]1[CH:26]=[CH:27][C:28]2[CH2:32][O:31][B:30]([OH:33])[C:29]=2[CH:34]=1.